Dataset: Catalyst prediction with 721,799 reactions and 888 catalyst types from USPTO. Task: Predict which catalyst facilitates the given reaction. (1) Reactant: [C:1]([O:14]C)(=[O:13])[CH2:2][CH2:3][CH2:4][CH2:5][CH2:6][CH2:7][CH2:8][CH2:9][CH2:10][CH2:11][CH3:12]. Product: [C:1]([OH:14])(=[O:13])[CH2:2][CH2:3][CH2:4][CH2:5][CH2:6][CH2:7][CH2:8][CH2:9][CH2:10][CH2:11][CH3:12]. The catalyst class is: 6. (2) Reactant: [Cl:1][C:2]1[CH:7]=[C:6]([Cl:8])[CH:5]=[CH:4][C:3]=1[CH2:9][N:10]1[C:15](=[O:16])[C:14]([C:17]([NH:19][CH2:20][C:21]([O:23]CC)=[O:22])=[O:18])=[C:13]([OH:26])[C:12]([C:27]([O:29]C)=O)=[C:11]1[OH:31].[CH:32]([NH2:35])([CH3:34])[CH3:33]. Product: [Cl:1][C:2]1[CH:7]=[C:6]([Cl:8])[CH:5]=[CH:4][C:3]=1[CH2:9][N:10]1[C:11]([OH:31])=[C:12]([C:27]([NH:35][CH:32]([CH3:34])[CH3:33])=[O:29])[C:13]([OH:26])=[C:14]([C:17]([NH:19][CH2:20][C:21]([OH:23])=[O:22])=[O:18])[C:15]1=[O:16]. The catalyst class is: 22. (3) Reactant: [O-][CH2:2]C.[Na+].[C:5]([O:14][CH2:15][CH3:16])(=[O:13])[CH2:6][CH2:7][C:8]([O:10]CC)=[O:9].[CH2:17]([N:24]1[CH:28]=[CH:27][NH:26][C:25]1([CH3:31])C=O)[C:18]1[CH:23]=[CH:22][CH:21]=[CH:20][CH:19]=1. The catalyst class is: 8. Product: [CH2:17]([N:24]1[C:28](/[CH:2]=[C:6](/[C:5]([O:14][CH2:15][CH3:16])=[O:13])\[CH2:7][C:8]([OH:10])=[O:9])=[CH:27][N:26]=[C:25]1[CH3:31])[C:18]1[CH:23]=[CH:22][CH:21]=[CH:20][CH:19]=1. (4) Reactant: [CH2:1]([O:3][C:4]([C:6]1[N:10]([C:11]([O:13][C:14]([CH3:17])([CH3:16])[CH3:15])=[O:12])[C:9]2[S:18][CH:19]=[CH:20][C:8]=2[CH:7]=1)=[O:5])[CH3:2].CCCC[N+](CCCC)(CCCC)CCCC.[F-].[Br:39]N1C(=O)CCC1=O.C(OCC)(=O)C. Product: [CH2:1]([O:3][C:4]([C:6]1[N:10]([C:11]([O:13][C:14]([CH3:16])([CH3:15])[CH3:17])=[O:12])[C:9]2[S:18][C:19]([Br:39])=[CH:20][C:8]=2[CH:7]=1)=[O:5])[CH3:2]. The catalyst class is: 4.